The task is: Predict which catalyst facilitates the given reaction.. This data is from Catalyst prediction with 721,799 reactions and 888 catalyst types from USPTO. (1) Reactant: ClC1N=C([N:8]([CH2:17][CH2:18][C:19]2[CH:24]=[CH:23][CH:22]=[CH:21][CH:20]=2)[C:9]2[N:14]=[C:13]([NH:15][CH3:16])[CH:12]=[CH:11][N:10]=2)C=CC=1.[Br-].[CH2:26]1[CH2:30]O[CH2:28][CH2:27]1. Product: [CH2:26]([C:30]1[N:8]=[C:17]([N:15]([CH3:16])[C:13]2[CH:12]=[CH:11][N:10]=[C:9]([NH:8][CH2:17][CH2:18][C:19]3[CH:20]=[CH:21][CH:22]=[CH:23][CH:24]=3)[N:14]=2)[CH:18]=[CH:19][CH:20]=1)[C:27]1[CH:24]=[CH:23][CH:22]=[CH:21][CH:28]=1. The catalyst class is: 73. (2) Reactant: Cl.[C:2]([C:4]1[C:5]([NH:34][CH2:35][CH2:36][O:37][CH3:38])=[CH:6][C:7]([NH:10][C:11]([N:13]2[C:22]3[C:17](=[CH:18][C:19]([CH:28]4[CH2:33][CH2:32][O:31][CH2:30][CH2:29]4)=[C:20]([CH:23](OC)[O:24]C)[N:21]=3)[CH2:16][CH2:15][CH2:14]2)=[O:12])=[N:8][CH:9]=1)#[N:3].C([O-])(O)=O.[Na+]. Product: [C:2]([C:4]1[C:5]([NH:34][CH2:35][CH2:36][O:37][CH3:38])=[CH:6][C:7]([NH:10][C:11]([N:13]2[C:22]3[C:17](=[CH:18][C:19]([CH:28]4[CH2:29][CH2:30][O:31][CH2:32][CH2:33]4)=[C:20]([CH:23]=[O:24])[N:21]=3)[CH2:16][CH2:15][CH2:14]2)=[O:12])=[N:8][CH:9]=1)#[N:3]. The catalyst class is: 20. (3) Product: [Br:27][C:13]1[N:5]([CH:1]([CH2:3][CH3:4])[CH3:2])[C:6]2[C:11]([N:12]=1)=[C:10]([C:14]1[N:15]=[CH:16][C:17]([NH2:20])=[N:18][CH:19]=1)[N:9]=[C:8]([N:21]1[CH2:26][CH2:25][O:24][CH2:23][CH2:22]1)[N:7]=2. The catalyst class is: 22. Reactant: [CH:1]([N:5]1[CH:13]=[N:12][C:11]2[C:6]1=[N:7][C:8]([N:21]1[CH2:26][CH2:25][O:24][CH2:23][CH2:22]1)=[N:9][C:10]=2[C:14]1[N:15]=[CH:16][C:17]([NH2:20])=[N:18][CH:19]=1)([CH2:3][CH3:4])[CH3:2].[Br:27]N1C(=O)CCC1=O. (4) Reactant: [CH3:1][C:2]1[CH:3]=[CH:4][C:5]([S:9][C:10]2[CH:11]=[CH:12][CH:13]=[CH:14][C:15]=2[N:16]2[CH2:21][CH2:20][NH:19][CH2:18][CH2:17]2)=[C:6]([CH3:8])[CH:7]=1.[C:22]([OH:27])(=[O:26])[C:23]([OH:25])=[O:24]. Product: [CH3:1][C:2]1[CH:3]=[CH:4][C:5]([S:9][C:10]2[CH:11]=[CH:12][CH:13]=[CH:14][C:15]=2[N:16]2[CH2:17][CH2:18][NH:19][CH2:20][CH2:21]2)=[C:6]([CH3:8])[CH:7]=1.[C:22]([O-:27])(=[O:26])[C:23]([O-:25])=[O:24]. The catalyst class is: 21. (5) Reactant: [CH3:1][S:2][C:3]1[CH:10]=[CH:9][C:6]([CH:7]=[O:8])=[C:5]([C:11]([F:14])([F:13])[F:12])[CH:4]=1.[BH4-].[Na+]. Product: [CH3:1][S:2][C:3]1[CH:10]=[CH:9][C:6]([CH2:7][OH:8])=[C:5]([C:11]([F:12])([F:13])[F:14])[CH:4]=1. The catalyst class is: 5. (6) Reactant: Br[C:2]1[CH:7]=[CH:6][C:5]([C:8]2[N:13]=[CH:12][C:11]([O:14][CH2:15][CH:16]3[CH2:21][CH2:20][N:19]([C:22]([O:24][C:25]([CH3:28])([CH3:27])[CH3:26])=[O:23])[CH2:18][CH2:17]3)=[CH:10][CH:9]=2)=[C:4]([F:29])[CH:3]=1.[Na+].[CH3:31][S:32]([O-:34])=[O:33].[OH-].[Na+]. Product: [F:29][C:4]1[CH:3]=[C:2]([S:32]([CH3:31])(=[O:34])=[O:33])[CH:7]=[CH:6][C:5]=1[C:8]1[N:13]=[CH:12][C:11]([O:14][CH2:15][CH:16]2[CH2:21][CH2:20][N:19]([C:22]([O:24][C:25]([CH3:28])([CH3:27])[CH3:26])=[O:23])[CH2:18][CH2:17]2)=[CH:10][CH:9]=1. The catalyst class is: 58. (7) Reactant: [NH2:1][C:2]1[N:7]=[C:6]([SH:8])[N:5]=[C:4]([OH:9])[CH:3]=1.CC(O)=O.N[C@@H:15]([CH2:17][OH:18])[CH3:16]. Product: [OH:18][CH2:17][C@H:15]([NH:1][C:2]1[N:7]=[C:6]([SH:8])[N:5]=[C:4]([OH:9])[CH:3]=1)[CH3:16]. The catalyst class is: 6.